From a dataset of Full USPTO retrosynthesis dataset with 1.9M reactions from patents (1976-2016). Predict the reactants needed to synthesize the given product. (1) Given the product [CH3:16][O:17][C:18]([C:20]1[CH:24]=[C:23]([Br:25])[N:22]([CH:26]([CH3:28])[CH3:27])[C:21]=1[CH:29]([NH:42][C:41]1[CH:43]=[CH:44][C:45]([F:46])=[C:39]([Cl:38])[CH:40]=1)[C:31]1[CH:36]=[CH:35][C:34]([Cl:37])=[CH:33][CH:32]=1)=[O:19], predict the reactants needed to synthesize it. The reactants are: N1C=CC=CC=1.O(S(C)(=O)=O)S(C)(=O)=O.[CH3:16][O:17][C:18]([C:20]1[CH:24]=[C:23]([Br:25])[N:22]([CH:26]([CH3:28])[CH3:27])[C:21]=1[CH:29]([C:31]1[CH:36]=[CH:35][C:34]([Cl:37])=[CH:33][CH:32]=1)O)=[O:19].[Cl:38][C:39]1[CH:40]=[C:41]([CH:43]=[CH:44][C:45]=1[F:46])[NH2:42]. (2) Given the product [C:1]([O:4][C@H:5]1[CH2:9][C@H:8]([N:10]2[C:14]3[N:15]=[CH:16][N:17]=[C:18]([NH:19][C:20](=[O:22])[CH3:21])[C:13]=3[CH:12]=[CH:11]2)[CH2:7][C@H:6]1[CH2:23][O:24][S:32]([NH2:35])(=[O:34])=[O:33])(=[O:3])[CH3:2], predict the reactants needed to synthesize it. The reactants are: [C:1]([O:4][C@H:5]1[CH2:9][C@H:8]([N:10]2[C:14]3[N:15]=[CH:16][N:17]=[C:18]([NH:19][C:20](=[O:22])[CH3:21])[C:13]=3[CH:12]=[CH:11]2)[CH2:7][C@H:6]1[CH2:23][OH:24])(=[O:3])[CH3:2].N1C=CC=CC=1.Cl[S:32]([NH2:35])(=[O:34])=[O:33]. (3) Given the product [Cl:56][CH2:57][CH2:58][NH:59][C:28]([C:14]1[N:15]([CH2:17][C:18]2[CH:19]=[CH:20][C:21]([C:24]([F:25])([F:27])[F:26])=[CH:22][CH:23]=2)[CH:16]=[C:12]([NH:11][C:9]([NH:8][C:5]2[CH:6]=[CH:7][C:2]([Cl:1])=[CH:3][C:4]=2[CH3:31])=[O:10])[N:13]=1)=[O:29], predict the reactants needed to synthesize it. The reactants are: [Cl:1][C:2]1[CH:7]=[CH:6][C:5]([NH:8][C:9]([NH:11][C:12]2[N:13]=[C:14]([C:28](O)=[O:29])[N:15]([CH2:17][C:18]3[CH:23]=[CH:22][C:21]([C:24]([F:27])([F:26])[F:25])=[CH:20][CH:19]=3)[CH:16]=2)=[O:10])=[C:4]([CH3:31])[CH:3]=1.CN(C(ON1N=NC2C=CC=NC1=2)=[N+](C)C)C.F[P-](F)(F)(F)(F)F.[Cl:56][CH2:57][CH2:58][NH2:59].C(N(CC)C(C)C)(C)C.